From a dataset of Catalyst prediction with 721,799 reactions and 888 catalyst types from USPTO. Predict which catalyst facilitates the given reaction. (1) Reactant: C[Al](C)C.[CH3:5][CH:6]([C@@H:8]1[NH:13][CH2:12][CH2:11][N:10]([C:14]2[N:19]=[CH:18][C:17]([C:20]([O:22]C)=O)=[CH:16][N:15]=2)[CH2:9]1)[CH3:7].[CH3:24][O:25][C:26]1[CH:27]=[C:28]([CH2:34][CH2:35][C:36]2[CH:37]=[C:38]([NH2:41])[NH:39][N:40]=2)[CH:29]=[C:30]([O:32][CH3:33])[CH:31]=1. Product: [CH3:33][O:32][C:30]1[CH:29]=[C:28]([CH2:34][CH2:35][C:36]2[CH:37]=[C:38]([NH:41][C:20]([C:17]3[CH:18]=[N:19][C:14]([N:10]4[CH2:11][CH2:12][NH:13][C@@H:8]([CH:6]([CH3:5])[CH3:7])[CH2:9]4)=[N:15][CH:16]=3)=[O:22])[NH:39][N:40]=2)[CH:27]=[C:26]([O:25][CH3:24])[CH:31]=1. The catalyst class is: 11. (2) Reactant: F[B-](F)(F)F.[F:6][S:7]([F:19])([F:18])([F:17])([F:16])[C:8]1[CH:13]=[CH:12][C:11]([N+:14]#[N:15])=[CH:10][CH:9]=1.[CH3:20][O:21][C:22]1[CH:27]=[CH:26][CH:25]=[C:24]([O:28][CH3:29])[CH:23]=1. Product: [CH3:20][O:21][C:22]1[CH:23]=[C:24]([O:28][CH3:29])[CH:25]=[CH:26][C:27]=1/[N:15]=[N:14]/[C:11]1[CH:12]=[CH:13][C:8]([S:7]([F:16])([F:17])([F:18])([F:19])[F:6])=[CH:9][CH:10]=1. The catalyst class is: 8. (3) Reactant: [CH:1]1([N:6]2[CH2:11][CH2:10][N:9]([C:12]([C:14]3[CH:15]=[C:16]4[C:20](=[CH:21][CH:22]=3)[NH:19][C:18]([C:23]([N:25]3[CH2:30][CH2:29][S:28](=[O:32])(=[O:31])[CH2:27][CH2:26]3)=[O:24])=[CH:17]4)=[O:13])[CH2:8][CH2:7]2)[CH2:5][CH2:4][CH2:3][CH2:2]1.[Cl:33][C:34]1[CH:35]=[C:36](B(O)O)[CH:37]=[CH:38][CH:39]=1.N1C=CC=CC=1. Product: [Cl:33][C:34]1[CH:39]=[C:38]([N:19]2[C:20]3[C:16](=[CH:15][C:14]([C:12]([N:9]4[CH2:8][CH2:7][N:6]([CH:1]5[CH2:2][CH2:3][CH2:4][CH2:5]5)[CH2:11][CH2:10]4)=[O:13])=[CH:22][CH:21]=3)[CH:17]=[C:18]2[C:23]([N:25]2[CH2:30][CH2:29][S:28](=[O:31])(=[O:32])[CH2:27][CH2:26]2)=[O:24])[CH:37]=[CH:36][CH:35]=1. The catalyst class is: 221. (4) Reactant: C(P(C12CC3CC(CC(C3)C1)C2)C12CC3CC(CC(C3)C1)C2)CCC.[Cl:26][C:27]1[CH:51]=[CH:50][C:30]([CH2:31][N:32]2[C:40]3[C:35](=[N:36][C:37]([C:48]#[N:49])=[N:38][C:39]=3[NH:41][C@@H:42]([CH:44]3[CH2:47][CH2:46][CH2:45]3)[CH3:43])[N:34]=[CH:33]2)=[CH:29][C:28]=1[F:52].C(O)(=O)C(C)(C)C.[F-].[Cs+].Br[C:63]1[CH:68]=[C:67]([CH:69]([CH3:71])[CH3:70])[CH:66]=[CH:65][N:64]=1. Product: [Cl:26][C:27]1[CH:51]=[CH:50][C:30]([CH2:31][N:32]2[C:40]3[C:35](=[N:36][C:37]([C:48]#[N:49])=[N:38][C:39]=3[NH:41][C@@H:42]([CH:44]3[CH2:47][CH2:46][CH2:45]3)[CH3:43])[N:34]=[C:33]2[C:63]2[CH:68]=[C:67]([CH:69]([CH3:71])[CH3:70])[CH:66]=[CH:65][N:64]=2)=[CH:29][C:28]=1[F:52]. The catalyst class is: 584. (5) Reactant: C([O:4][C@@H:5]([CH3:28])[C:6]([N:8]1[CH2:13][CH2:12][CH:11]([N:14]2[C:26]3[C:25]4[N:24]=[C:23]([Cl:27])[CH:22]=[CH:21][C:20]=4[N:19]=[CH:18][C:17]=3[N:16]=[N:15]2)[CH2:10][CH2:9]1)=[O:7])(=O)C.[Li+].[OH-]. Product: [Cl:27][C:23]1[CH:22]=[CH:21][C:20]2[N:19]=[CH:18][C:17]3[N:16]=[N:15][N:14]([CH:11]4[CH2:12][CH2:13][N:8]([C:6](=[O:7])[C@@H:5]([OH:4])[CH3:28])[CH2:9][CH2:10]4)[C:26]=3[C:25]=2[N:24]=1. The catalyst class is: 36. (6) The catalyst class is: 13. Reactant: [O:1]=[C:2]1[N:7]([CH2:8][C:9]2[CH:14]=[CH:13][C:12]([C:15]3[C:16]([C:21]#[N:22])=[CH:17][CH:18]=[CH:19][CH:20]=3)=[CH:11][CH:10]=2)[C:6]2[S:23][C:24]([CH2:26][C:27]([F:30])([F:29])[F:28])=[CH:25][C:5]=2[C:4](=[O:31])[NH:3]1.Br[CH2:33][C:34]([C:36]1[CH:41]=[CH:40][C:39]([F:42])=[CH:38][C:37]=1[F:43])=[O:35].CN(C)C=O.[H-].[Na+]. Product: [F:43][C:37]1[CH:38]=[C:39]([F:42])[CH:40]=[CH:41][C:36]=1[C:34](=[O:35])[CH2:33][N:3]1[C:4](=[O:31])[C:5]2[CH:25]=[C:24]([CH2:26][C:27]([F:30])([F:29])[F:28])[S:23][C:6]=2[N:7]([CH2:8][C:9]2[CH:10]=[CH:11][C:12]([C:15]3[C:16]([C:21]#[N:22])=[CH:17][CH:18]=[CH:19][CH:20]=3)=[CH:13][CH:14]=2)[C:2]1=[O:1].